Dataset: Drug-target binding data from BindingDB using IC50 measurements. Task: Regression. Given a target protein amino acid sequence and a drug SMILES string, predict the binding affinity score between them. We predict pIC50 (pIC50 = -log10(IC50 in M); higher means more potent). Dataset: bindingdb_ic50. (1) The compound is NC(=O)[C@@H]1CCCN1C(=O)[C@H](Cc1cnc[nH]1)NC(=O)[C@@H]1CCC(=O)N1. The target protein (P21761) has sequence MENDTVSEMNQTELQPQAAVALEYQVVTILLVVIICGLGIVGNIMVVLVVMRTKHMRTPTNCYLVSLAVADLMVLVAAGLPNITDSIYGSWVYGYVGCLCITYLQYLGINASSCSITAFTIERYIAICHPIKAQFLCTFSRAKKIIIFVWAFTSIYCMLWFFLLDLNISTYKNAVVVSCGYKISRNYYSPIYLMDFGVFYVVPMILATVLYGFIARILFLNPIPSDPKENSKMWKNDSIHQNKNLNLNATNRCFNSTVSSRKQVTKMLAVVVILFALLWMPYRTLVVVNSFLSSPFQENWFLLFCRICIYLNSAINPVIYNLMSQKFRAAFRKLCNCKQKPTEKAANYSVALNYSVIKESDRFSTELEDITVTDTYVSTTKVSFDDTCLASEN. The pIC50 is 8.6. (2) The small molecule is O=C(NC1(O)C(=O)c2ccccc2C1=O)c1ccc(C(F)(F)F)cc1. The target protein (P62136) has sequence MSDSEKLNLDSIIGRLLEVQGSRPGKNVQLTENEIRGLCLKSREIFLSQPILLELEAPLKICGDIHGQYYDLLRLFEYGGFPPESNYLFLGDYVDRGKQSLETICLLLAYKIKYPENFFLLRGNHECASINRIYGFYDECKRRYNIKLWKTFTDCFNCLPIAAIVDEKIFCCHGGLSPDLQSMEQIRRIMRPTDVPDQGLLCDLLWSDPDKDVQGWGENDRGVSFTFGAEVVAKFLHKHDLDLICRAHQVVEDGYEFFAKRQLVTLFSAPNYCGEFDNAGAMMSVDETLMCSFQILKPADKNKGKYGQFSGLNPGGRPITPPRNSAKAKK. The pIC50 is 4.2. (3) The compound is O=C(O)C1=C(C(=O)Nc2c(F)c(F)c(-c3cccc(OC(F)(F)F)c3)c(F)c2F)CCC1. The target protein (Q63707) has sequence MAWRQLRKRALDAVIILGGGGLLFTSYLTATGDDHFYAEYLMPGLQRLLDPESAHRLAVRVTSLGLLPRATFQDSDMLEVKVLGHKFRNPVGIAAGFDKNGEAVDGLYKLGFGFVEVGSVTPQPQEGNPRPRVFRLPEDQAVINRYGFNSHGLSVVEHRLRARQQKQAQLTADGLPLGINLGKNKTSEDAAADYAEGVRTLGPLADYLVVNVSSPNTAGLRSLQGKTELRHLLSKVLQERDALKGTRKPAVLVKIAPDLTAQDKEDIASVARELGIDGLIVTNTTVSRPVGLQGALRSETGGLSGKPLRDLSTQTIREMYALTQGRIPIIGVGGVSSGQDALEKIQAGASLVQLYTALIFLGPPVVVRVKRELEALLKERGFTTVTDAIGADHRR. The pIC50 is 7.1. (4) The small molecule is CCN(c1cc(Cl)cc(C(=O)NCc2c(C)cc(C)[nH]c2=O)c1C)[C@H]1CC[C@H](N(C)C2COC2)CC1. The target protein sequence is MGQTGKKSEKGPVCWRKRVKSEYMRLRQLKRFRRADEVKSMFSSNRQKILERTEILNQEWKQRRIQPVHILTSVSSLRGTRECSVTSDLDFPTQVIPLKTLNAVASVPIMYSWSPLQQNFMVEDETVLHNIPYMGDEVLDQDGTFIEELIKNYDGKVHGDRECGFINDEIFVELVNALGQYNDDDDDDDGDDPEEREEKQKDLEDHRDDKESRPPRKFPSDKIFEAISSMFPDKGTAEELKEKYKELTEQQLPGALPPECTPNIDGPNAKSVQREQSLHSFHTLFCRRCFKYDCFLHPFHATPNTYKRKNTETALDNKPCGPQCYQHLEGAKEFAAALTAERIKTPPKRPGGRRRGRLPNNSSRPSTPTINVLESKDTDSDREAGTETGGENNDKEEEEKKDETSSSSEANSRCQTPIKMKPNIEPPENVEWSGAEASMFRVLIGTYYDNFCAIARLIGTKTCRQVYEFRVKESSIIAPAPAEDVDTPPRKKKRKHRLWA.... The pIC50 is 8.7. (5) The pIC50 is 4.1. The small molecule is Cc1sc(NC(=O)c2ccco2)c(C(N)=O)c1C. The target protein (P0A7Y4) has sequence MLKQVEIFTDGSCLGNPGPGGYGAILRYRGREKTFSAGYTRTTNNRMELMAAIVALEALKEHCEVILSTDSQYVRQGITQWIHNWKKRGWKTADKKPVKNVDLWQRLDAALGQHQIKWEWVKGHAGHPENERCDELARAAAMNPTLEDTGYQVEV. (6) The small molecule is Cc1nc(N=Nc2ccc(C(=O)O)cc2)c(CCC(=O)O)c(C=O)c1O. The target protein (P51576) has sequence MARRLQDELSAFFFEYDTPRMVLVRNKKVGVIFRLIQLVVLVYVIGWVFVYEKGYQTSSGLISSVSVKLKGLAVTQLQGLGPQVWDVADYVFPAHGDSSFVVMTNFIMTPQQAQGHCAENPEGGICQDDSGCTPGKAERKAQGIRTGNCVPFNGTVKTCEIFGWCPVEVDDKIPSPALLHEAENFTLFIKNSISFPRFKVNRRNLVEEVNGTYMKKCLYHKILHPLCPVFSLGYVVRESGQDFRSLAEKGGVVGITIDWECDLDWHVRHCKPIYQFHGLYGEKNLSPGFNFRFARHFVQNGTNRRHLFKVFGIRFDILVDGKAGKFDIIPTMTTIGSGIGIFGVATVLCDLLLLHILPKRHYYKQKKFKYAEDMGPGEGERDPAATSSTLGLQENMRTS. The pIC50 is 6.9.